Regression. Given two drug SMILES strings and cell line genomic features, predict the synergy score measuring deviation from expected non-interaction effect. From a dataset of Merck oncology drug combination screen with 23,052 pairs across 39 cell lines. (1) Drug 1: N#Cc1ccc(Cn2cncc2CN2CCN(c3cccc(Cl)c3)C(=O)C2)cc1. Drug 2: NC(=O)c1cccc2cn(-c3ccc(C4CCCNC4)cc3)nc12. Cell line: NCIH460. Synergy scores: synergy=8.11. (2) Drug 1: CC1(c2nc3c(C(N)=O)cccc3[nH]2)CCCN1. Drug 2: Cn1cc(-c2cnn3c(N)c(Br)c(C4CCCNC4)nc23)cn1. Cell line: OV90. Synergy scores: synergy=0.617.